Dataset: Full USPTO retrosynthesis dataset with 1.9M reactions from patents (1976-2016). Task: Predict the reactants needed to synthesize the given product. Given the product [CH2:20]([O:22][C:23](=[O:24])[CH2:25][N:26]1[CH2:31][CH2:30][N:29]([C:15](=[O:17])[CH2:14][C:12]2[N:13]=[C:9]([NH:8][C:6](=[O:7])[C:5]3[CH:4]=[CH:3][C:2]([Cl:1])=[CH:19][CH:18]=3)[S:10][CH:11]=2)[CH2:28][CH2:27]1)[CH3:21], predict the reactants needed to synthesize it. The reactants are: [Cl:1][C:2]1[CH:19]=[CH:18][C:5]([C:6]([NH:8][C:9]2[S:10][CH:11]=[C:12]([CH2:14][C:15]([OH:17])=O)[N:13]=2)=[O:7])=[CH:4][CH:3]=1.[CH2:20]([O:22][C:23]([CH2:25][N:26]1[CH2:31][CH2:30][NH:29][CH2:28][CH2:27]1)=[O:24])[CH3:21].